Dataset: Forward reaction prediction with 1.9M reactions from USPTO patents (1976-2016). Task: Predict the product of the given reaction. (1) Given the reactants [Br:1][C:2]1[CH:11]=[CH:10][C:5]([C:6]([NH:8][NH2:9])=[O:7])=[CH:4][CH:3]=1.[Br:12][C:13]1[CH:21]=[CH:20][C:16]([C:17](Cl)=[O:18])=[CH:15][CH:14]=1, predict the reaction product. The product is: [Br:1][C:2]1[CH:11]=[CH:10][C:5]([C:6]([NH:8][NH:9][C:17](=[O:18])[C:16]2[CH:20]=[CH:21][C:13]([Br:12])=[CH:14][CH:15]=2)=[O:7])=[CH:4][CH:3]=1. (2) Given the reactants Br[C:2]1[CH:3]=[C:4]2[C:30](=[CH:31][CH:32]=1)[C:8]1[NH:9][C:10]([C@@H:12]3[C@H:17]4[CH2:18][C@H:14]([CH2:15][CH2:16]4)[N:13]3[C:19](=[O:29])[C@@H:20]([NH:24][C:25](=[O:28])[O:26][CH3:27])[CH:21]([CH3:23])[CH3:22])=[N:11][C:7]=1[CH:6]=[CH:5]2.CC1(C)C(C)(C)OB([C:41]2[CH:42]=[C:43]3[C:63](=[CH:64][CH:65]=2)[C:47]2[NH:48][C:49]([C@@H:51]4[CH2:55][CH2:54][CH2:53][N:52]4[C:56]([O:58][C:59]([CH3:62])([CH3:61])[CH3:60])=[O:57])=[N:50][C:46]=2[CH:45]=[CH:44]3)O1.P([O-])([O-])([O-])=O.[K+].[K+].[K+], predict the reaction product. The product is: [CH3:27][O:26][C:25]([NH:24][C@@H:20]([CH:21]([CH3:23])[CH3:22])[C:19]([N:13]1[C@H:12]([C:10]2[NH:9][C:8]3[C:30]4[C:4]([CH:5]=[CH:6][C:7]=3[N:11]=2)=[CH:3][C:2]([C:41]2[CH:42]=[C:43]3[C:63](=[CH:64][CH:65]=2)[C:47]2[NH:48][C:49]([C@@H:51]5[CH2:55][CH2:54][CH2:53][N:52]5[C:56]([O:58][C:59]([CH3:61])([CH3:62])[CH3:60])=[O:57])=[N:50][C:46]=2[CH:45]=[CH:44]3)=[CH:32][CH:31]=4)[C@H:17]2[CH2:18][C@@H:14]1[CH2:15][CH2:16]2)=[O:29])=[O:28]. (3) Given the reactants [CH3:1][C:2]1[C:3](=[O:13])[C:4]2[C:9]([C:10](=O)[CH:11]=1)=[CH:8][CH:7]=[CH:6][CH:5]=2.[OH:14][C:15]1[CH:24]=[CH:23][C:18]([C:19]([NH:21][NH2:22])=[O:20])=[CH:17][CH:16]=1.C1(C)C=CC(S(O)(=O)=O)=CC=1, predict the reaction product. The product is: [CH3:1][C:2]1[C:3](=[O:13])[C:4]2[C:9](=[CH:8][CH:7]=[CH:6][CH:5]=2)/[C:10](=[N:22]/[NH:21][C:19](=[O:20])[C:18]2[CH:23]=[CH:24][C:15]([OH:14])=[CH:16][CH:17]=2)/[CH:11]=1. (4) Given the reactants [CH:1]1([C@H:7]2[CH2:12][C@@H:11]([C:13]3[O:17][NH:16][C:15](=[O:18])[CH:14]=3)[CH2:10][CH2:9][N:8]2C(OC)=O)[CH2:6][CH2:5][CH2:4][CH2:3][CH2:2]1, predict the reaction product. The product is: [CH:1]1([C@H:7]2[CH2:12][C@@H:11]([C:13]3[O:17][NH:16][C:15](=[O:18])[CH:14]=3)[CH2:10][CH2:9][NH:8]2)[CH2:2][CH2:3][CH2:4][CH2:5][CH2:6]1.